Dataset: Catalyst prediction with 721,799 reactions and 888 catalyst types from USPTO. Task: Predict which catalyst facilitates the given reaction. Reactant: [Cl:1][C:2]1[CH:40]=[CH:39][C:5]([CH2:6][C@@H:7]([NH:28][CH:29]2[CH2:38][CH2:37][C:32]3(OCC[O:33]3)[CH2:31][CH2:30]2)[C:8]([N:10]2[CH2:15][CH2:14][C:13]([CH:22]3[CH2:27][CH2:26][CH2:25][CH2:24][CH2:23]3)([CH2:16][N:17]3[CH:21]=[N:20][CH:19]=[N:18]3)[CH2:12][CH2:11]2)=[O:9])=[CH:4][CH:3]=1.ClCCl.O.C(=O)([O-])[O-].[K+].[K+]. Product: [Cl:1][C:2]1[CH:40]=[CH:39][C:5]([CH2:6][C@@H:7]([NH:28][CH:29]2[CH2:30][CH2:31][C:32](=[O:33])[CH2:37][CH2:38]2)[C:8]([N:10]2[CH2:11][CH2:12][C:13]([CH:22]3[CH2:23][CH2:24][CH2:25][CH2:26][CH2:27]3)([CH2:16][N:17]3[CH:21]=[N:20][CH:19]=[N:18]3)[CH2:14][CH2:15]2)=[O:9])=[CH:4][CH:3]=1. The catalyst class is: 33.